Dataset: Full USPTO retrosynthesis dataset with 1.9M reactions from patents (1976-2016). Task: Predict the reactants needed to synthesize the given product. (1) Given the product [Cl:1][C:2]1[CH:7]=[CH:6][C:5]([C:8]2[O:12][N:11]=[CH:10][C:9]=2[CH2:13][OH:14])=[CH:4][C:3]=1[F:18], predict the reactants needed to synthesize it. The reactants are: [Cl:1][C:2]1[CH:7]=[CH:6][C:5]([C:8]2[O:12][N:11]=[CH:10][C:9]=2[C:13](OCC)=[O:14])=[CH:4][C:3]=1[F:18].[H-].C([Al+]CC(C)C)C(C)C.Cl. (2) Given the product [F:12][C:11]([F:14])([F:13])[C:8]1[CH:9]=[CH:10][C:2]([B:15]2[O:19][C:18]([CH3:21])([CH3:20])[C:17]([CH3:23])([CH3:22])[O:16]2)=[C:3]2[C:7]=1[NH:6][CH:5]=[CH:4]2, predict the reactants needed to synthesize it. The reactants are: Br[C:2]1[CH:10]=[CH:9][C:8]([C:11]([F:14])([F:13])[F:12])=[C:7]2[C:3]=1[CH:4]=[CH:5][NH:6]2.[B:15]1([B:15]2[O:19][C:18]([CH3:21])([CH3:20])[C:17]([CH3:23])([CH3:22])[O:16]2)[O:19][C:18]([CH3:21])([CH3:20])[C:17]([CH3:23])([CH3:22])[O:16]1.CC([O-])=O.[K+]. (3) Given the product [CH3:21][O:20][C:14]1[CH:13]=[C:12]([CH2:11][CH2:10][C:8]2[N:9]=[C:4]3[CH:3]=[C:2]([C:42]4[CH:41]=[CH:40][C:39]([N:36]5[CH2:37][CH2:38][N:33]([CH3:32])[CH2:34][CH2:35]5)=[CH:44][CH:43]=4)[N:22]([S:23]([C:26]4[CH:31]=[CH:30][CH:29]=[CH:28][CH:27]=4)(=[O:25])=[O:24])[C:5]3=[N:6][CH:7]=2)[CH:17]=[C:16]([O:18][CH3:19])[CH:15]=1, predict the reactants needed to synthesize it. The reactants are: Br[C:2]1[N:22]([S:23]([C:26]2[CH:31]=[CH:30][CH:29]=[CH:28][CH:27]=2)(=[O:25])=[O:24])[C:5]2=[N:6][CH:7]=[C:8]([CH2:10][CH2:11][C:12]3[CH:17]=[C:16]([O:18][CH3:19])[CH:15]=[C:14]([O:20][CH3:21])[CH:13]=3)[N:9]=[C:4]2[CH:3]=1.[CH3:32][N:33]1[CH2:38][CH2:37][N:36]([C:39]2[CH:44]=[CH:43][C:42](B3OC(C)(C)C(C)(C)O3)=[CH:41][CH:40]=2)[CH2:35][CH2:34]1.ClCCl.P([O-])([O-])([O-])=O.[K+].[K+].[K+]. (4) Given the product [CH3:1][NH:2][C@@H:3]1[C:8]2[CH:9]=[CH:10][CH:11]=[CH:12][C:7]=2[C@H:6]([C:13]2[CH:14]=[CH:15][C:16]([Cl:20])=[C:17]([Cl:19])[CH:18]=2)[CH2:5][CH2:4]1.[ClH:21], predict the reactants needed to synthesize it. The reactants are: [CH3:1][NH:2][C@@H:3]1[C:8]2[CH:9]=[CH:10][CH:11]=[CH:12][C:7]=2[C@H:6]([C:13]2[CH:14]=[CH:15][C:16]([Cl:20])=[C:17]([Cl:19])[CH:18]=2)[CH2:5][CH2:4]1.[ClH:21].CN1CCCC1=O.